Dataset: Full USPTO retrosynthesis dataset with 1.9M reactions from patents (1976-2016). Task: Predict the reactants needed to synthesize the given product. (1) Given the product [CH3:1][C:2]([CH3:24])([CH3:25])[C:3]#[C:4][C:5]1[S:9][C:8]([C:10]([OH:12])=[O:11])=[C:7]([N:13]([C:15]([CH:17]2[CH2:18][CH2:19][CH:20]([CH3:23])[CH2:21][CH2:22]2)=[O:16])[NH:14][CH2:34][CH2:33][O:32][C:28]2[CH:27]=[N:26][CH:31]=[CH:30][CH:29]=2)[CH:6]=1, predict the reactants needed to synthesize it. The reactants are: [CH3:1][C:2]([CH3:25])([CH3:24])[C:3]#[C:4][C:5]1[S:9][C:8]([C:10]([OH:12])=[O:11])=[C:7]([N:13]([C:15]([CH:17]2[CH2:22][CH2:21][CH:20]([CH3:23])[CH2:19][CH2:18]2)=[O:16])[NH2:14])[CH:6]=1.[N:26]1[CH:31]=[CH:30][CH:29]=[C:28]([O:32][CH2:33][CH:34]=O)[CH:27]=1.C(#N)C.FC(F)(F)C(O)=O. (2) Given the product [NH2:19][C:12]1[CH:13]=[C:14]([CH:17]=[CH:18][C:11]=1[S:10][C:4]1[CH:5]=[C:6]([CH3:9])[CH:7]=[CH:8][C:3]=1[CH3:2])[C:15]#[N:16], predict the reactants needed to synthesize it. The reactants are: [Sn].[CH3:2][C:3]1[CH:8]=[CH:7][C:6]([CH3:9])=[CH:5][C:4]=1[S:10][C:11]1[CH:18]=[CH:17][C:14]([C:15]#[N:16])=[CH:13][C:12]=1[N+:19]([O-])=O.CCOC(C)=O.O. (3) Given the product [Br:1][C:2]1[CH:3]=[C:4]2[C:9](=[CH:10][CH:11]=1)[N:8]=[CH:7][CH:6]=[C:5]2[S:13][CH2:14][CH3:15], predict the reactants needed to synthesize it. The reactants are: [Br:1][C:2]1[CH:3]=[C:4]2[C:9](=[CH:10][CH:11]=1)[N:8]=[CH:7][CH:6]=[C:5]2Cl.[S-:13][CH2:14][CH3:15].[Na+]. (4) Given the product [N:10]1[CH:11]=[CH:12][CH:13]=[C:8]([O:7][C:6]2[CH:5]=[C:4]([NH2:1])[CH:16]=[CH:15][CH:14]=2)[CH:9]=1, predict the reactants needed to synthesize it. The reactants are: [N+:1]([C:4]1[CH:5]=[C:6]([CH:14]=[CH:15][CH:16]=1)[O:7][C:8]1[CH:9]=[N:10][CH:11]=[CH:12][CH:13]=1)([O-])=O.